From a dataset of Catalyst prediction with 721,799 reactions and 888 catalyst types from USPTO. Predict which catalyst facilitates the given reaction. (1) Reactant: C1C=C[NH+]=CC=1.[O-][Cr](Cl)(=O)=O.[OH:12][CH2:13][C:14]1[CH:15]=[C:16]([CH2:26][C:27]#[N:28])[CH:17]=[C:18]([O:20][CH2:21][C@@H:22]([CH3:25])[CH2:23][CH3:24])[CH:19]=1.CCOC(C)=O. Product: [CH:13]([C:14]1[CH:15]=[C:16]([CH2:26][C:27]#[N:28])[CH:17]=[C:18]([O:20][CH2:21][C@@H:22]([CH3:25])[CH2:23][CH3:24])[CH:19]=1)=[O:12]. The catalyst class is: 2. (2) Reactant: [Br:1][C:2]1[CH:3]=[C:4]([CH:6]=[CH:7][CH:8]=1)[NH2:5].Cl[CH2:10][CH2:11][CH2:12][S:13](Cl)(=[O:15])=[O:14].C1CCN2C(=NCCC2)CC1. Product: [Br:1][C:2]1[CH:3]=[C:4]([N:5]2[CH2:10][CH2:11][CH2:12][S:13]2(=[O:15])=[O:14])[CH:6]=[CH:7][CH:8]=1. The catalyst class is: 91. (3) Reactant: [C:1]([N:4]1[C:13]2[C:8](=[CH:9][C:10]([NH2:14])=[CH:11][CH:12]=2)[C:7]([C:16]2[CH:21]=[CH:20][CH:19]=[CH:18][CH:17]=2)([CH3:15])[CH2:6][C:5]1([CH3:23])[CH3:22])(=[O:3])[CH3:2].[CH3:24][C:25]([O:28][C:29](O[C:29]([O:28][C:25]([CH3:27])([CH3:26])[CH3:24])=[O:30])=[O:30])([CH3:27])[CH3:26].C(N(CC)C(C)C)(C)C. The catalyst class is: 7. Product: [C:1]([N:4]1[C:13]2[C:8](=[CH:9][C:10]([NH:14][C:29]([O:28][C:25]([CH3:27])([CH3:26])[CH3:24])=[O:30])=[CH:11][CH:12]=2)[C:7]([C:16]2[CH:21]=[CH:20][CH:19]=[CH:18][CH:17]=2)([CH3:15])[CH2:6][C:5]1([CH3:23])[CH3:22])(=[O:3])[CH3:2]. (4) Reactant: [Br:1][C:2]1[CH:7]=[CH:6][N:5]=[C:4]([CH2:8][C:9]([C:11]2[CH:16]=[CH:15][C:14]([O:17][CH3:18])=[CH:13][CH:12]=2)=O)[CH:3]=1.Cl.[NH2:20][OH:21].[OH-].[Na+]. Product: [Br:1][C:2]1[CH:7]=[CH:6][N:5]=[C:4]([CH2:8][C:9]([C:11]2[CH:16]=[CH:15][C:14]([O:17][CH3:18])=[CH:13][CH:12]=2)=[N:20][OH:21])[CH:3]=1. The catalyst class is: 24. (5) Reactant: [Cl:1][C:2]1[CH:3]=[C:4]([CH2:9][N:10]2[CH:14]=[C:13]([C:15]([OH:17])=O)[CH:12]=[N:11]2)[CH:5]=[CH:6][C:7]=1[Cl:8].Cl.CN(C)CCCN=C=NCC.O.ON1C2C=CC=CC=2N=N1.C(N(CC)CC)C.[NH2:48][C:49]1[CH:50]=[C:51]2[C:56](=[CH:57][CH:58]=1)[CH2:55][N:54]([C:59]([O:61][C:62]([CH3:65])([CH3:64])[CH3:63])=[O:60])[CH2:53][CH2:52]2. Product: [Cl:1][C:2]1[CH:3]=[C:4]([CH2:9][N:10]2[CH:14]=[C:13]([C:15]([NH:48][C:49]3[CH:50]=[C:51]4[C:56](=[CH:57][CH:58]=3)[CH2:55][N:54]([C:59]([O:61][C:62]([CH3:65])([CH3:64])[CH3:63])=[O:60])[CH2:53][CH2:52]4)=[O:17])[CH:12]=[N:11]2)[CH:5]=[CH:6][C:7]=1[Cl:8]. The catalyst class is: 2. (6) Reactant: FC(F)(F)S(O)(=O)=O.C([O:16][C:17]1[C:22]([CH2:23][N:24]2[CH2:33][CH2:32][C:31]3[C:26](=[C:27]([Cl:49])[C:28]([C:35]([CH:38]4[CH2:41][N:40]([C:42]([O:44][C:45]([CH3:48])([CH3:47])[CH3:46])=[O:43])[CH2:39]4)(O)[CH3:36])=[CH:29][C:30]=3[Cl:34])[C:25]2=[O:50])=[C:21]([O:51][CH3:52])[CH:20]=[C:19]([CH3:53])[N:18]=1)C1C=CC=CC=1.C(=O)(O)[O-].[Na+].C(OC(OC(C)(C)C)=O)(OC(C)(C)C)=O. Product: [Cl:34][C:30]1[CH:29]=[C:28]([C:35]([CH:38]2[CH2:39][N:40]([C:42]([O:44][C:45]([CH3:48])([CH3:47])[CH3:46])=[O:43])[CH2:41]2)=[CH2:36])[C:27]([Cl:49])=[C:26]2[C:31]=1[CH2:32][CH2:33][N:24]([CH2:23][C:22]1[C:17](=[O:16])[NH:18][C:19]([CH3:53])=[CH:20][C:21]=1[O:51][CH3:52])[C:25]2=[O:50]. The catalyst class is: 4. (7) Reactant: [NH:1]1[C:9]2[C:4](=[CH:5][C:6]([C:10]([OH:12])=[O:11])=[CH:7][CH:8]=2)[CH:3]=[N:2]1.[CH3:13]N(C=O)C.C(Cl)(=O)C(Cl)=O.CO. Product: [NH:1]1[C:9]2[C:4](=[CH:5][C:6]([C:10]([O:12][CH3:13])=[O:11])=[CH:7][CH:8]=2)[CH:3]=[N:2]1. The catalyst class is: 1.